This data is from Reaction yield outcomes from USPTO patents with 853,638 reactions. The task is: Predict the reaction yield, written as a fraction of the theoretical maximum amount of product (1.0 means a 100% yield; for example, 0.34 means a 34% yield). The reactants are [CH2:1]([O:3][C:4](=[O:13])[C:5]1[CH:10]=[CH:9][C:8]([OH:11])=[CH:7][C:6]=1[F:12])[CH3:2].C(C1C=C(C)C=C(C(C)(C)C)N=1)(C)(C)C.[F:29][C:30]([F:43])([F:42])[S:31](O[S:31]([C:30]([F:43])([F:42])[F:29])(=[O:33])=[O:32])(=[O:33])=[O:32].C(OCC)(=O)C. The catalyst is ClCCl.CCCCCC. The product is [CH2:1]([O:3][C:4](=[O:13])[C:5]1[CH:10]=[CH:9][C:8]([O:11][S:31]([C:30]([F:43])([F:42])[F:29])(=[O:33])=[O:32])=[CH:7][C:6]=1[F:12])[CH3:2]. The yield is 0.850.